Dataset: Catalyst prediction with 721,799 reactions and 888 catalyst types from USPTO. Task: Predict which catalyst facilitates the given reaction. (1) Reactant: [CH3:1][CH:2]1[C:11]2[CH2:10][O:9][B:8]3[O:12][CH:13]([CH2:15][NH:16]C(=O)OC(C)(C)C)[CH:14]=[C:6]([C:7]=23)[CH:5]=[CH:4][O:3]1.[ClH:24]. Product: [ClH:24].[CH3:1][CH:2]1[C:11]2[CH2:10][O:9][B:8]3[O:12][CH:13]([CH2:15][NH2:16])[CH:14]=[C:6]([C:7]=23)[CH:5]=[CH:4][O:3]1. The catalyst class is: 12. (2) Reactant: [Cl:1][C:2]1[C:9]([CH3:10])=[CH:8][CH:7]=[C:6](F)[C:3]=1[C:4]#[N:5].O.[NH2:13][NH2:14]. Product: [Cl:1][C:2]1[C:9]([CH3:10])=[CH:8][CH:7]=[C:6]2[C:3]=1[C:4]([NH2:5])=[N:13][NH:14]2. The catalyst class is: 8. (3) Reactant: [Cl:1][C:2]1[CH:3]=[C:4]([C@@H:8]([OH:27])[CH2:9][N:10]([CH2:18][CH2:19][C:20]2[CH:25]=[CH:24][C:23]([OH:26])=[CH:22][CH:21]=2)[C:11](=[O:17])[O:12][C:13]([CH3:16])([CH3:15])[CH3:14])[CH:5]=[CH:6][CH:7]=1.[Si:28]([O:35][C:36]1[CH:41]=[CH:40][C:39](B(O)O)=[CH:38][CH:37]=1)([C:31]([CH3:34])([CH3:33])[CH3:32])([CH3:30])[CH3:29].C(N(CC)CC)C. Product: [C:31]([Si:28]([CH3:30])([CH3:29])[O:35][C:36]1[CH:41]=[CH:40][C:39]([O:26][C:23]2[CH:24]=[CH:25][C:20]([CH2:19][CH2:18][N:10]([CH2:9][C@@H:8]([C:4]3[CH:5]=[CH:6][CH:7]=[C:2]([Cl:1])[CH:3]=3)[OH:27])[C:11](=[O:17])[O:12][C:13]([CH3:16])([CH3:14])[CH3:15])=[CH:21][CH:22]=2)=[CH:38][CH:37]=1)([CH3:34])([CH3:33])[CH3:32]. The catalyst class is: 221. (4) The catalyst class is: 148. Product: [Cl:27][C:25]1[C:24]([O:1][CH2:2][C:3]2([C:13]#[N:14])[CH:4]3[CH2:12][CH:8]4[CH2:7][CH:6]([CH2:11][CH:10]2[CH2:9]4)[CH2:5]3)=[CH:23][C:22]([F:29])=[C:21]([CH:26]=1)[C:20]([O:19][C:15]([CH3:16])([CH3:17])[CH3:18])=[O:30]. Reactant: [OH:1][CH2:2][C:3]1([C:13]#[N:14])[CH:10]2[CH2:11][CH:6]3[CH2:7][CH:8]([CH2:12][CH:4]1[CH2:5]3)[CH2:9]2.[C:15]([O:19][C:20](=[O:30])[C:21]1[CH:26]=[C:25]([Cl:27])[C:24](F)=[CH:23][C:22]=1[F:29])([CH3:18])([CH3:17])[CH3:16].CC(C)([O-])C.[K+]. (5) Reactant: [CH3:1][N:2]([CH2:10][CH2:11][CH2:12][N:13]1[CH2:18][CH2:17][S:16][C:15]2[CH:19]=[C:20]([N+:23]([O-])=O)[CH:21]=[CH:22][C:14]1=2)[C:3](=[O:9])[O:4][C:5]([CH3:8])([CH3:7])[CH3:6].O.NN. Product: [NH2:23][C:20]1[CH:21]=[CH:22][C:14]2[N:13]([CH2:12][CH2:11][CH2:10][N:2]([CH3:1])[C:3](=[O:9])[O:4][C:5]([CH3:6])([CH3:7])[CH3:8])[CH2:18][CH2:17][S:16][C:15]=2[CH:19]=1. The catalyst class is: 94. (6) Reactant: [CH2:1]1[O:14][C:13]2[CH:12]=[CH:11][C:5]([CH:6]([OH:10])[C:7](O)=[O:8])=[CH:4][C:3]=2[O:2]1.[H-].[Al+3].[Li+].[H-].[H-].[H-]. Product: [O:14]1[C:13]2[CH:12]=[CH:11][C:5]([CH:6]([OH:10])[CH2:7][OH:8])=[CH:4][C:3]=2[O:2][CH2:1]1. The catalyst class is: 7. (7) Reactant: [Br:1][C:2]1[C:13]2[C:5](=[CH:6][C:7]([C:16]3[CH:21]=[CH:20][CH:19]=[CH:18][C:17]=3[Cl:22])=[C:8]3[C:12]=2[C:11](=[O:14])[NH:10][C:9]3=[O:15])[N:4]([CH2:23][CH2:24][CH2:25]O)[CH:3]=1.[CH3:27][NH:28][CH3:29]. Product: [Br:1][C:2]1[C:13]2[C:5](=[CH:6][C:7]([C:16]3[CH:21]=[CH:20][CH:19]=[CH:18][C:17]=3[Cl:22])=[C:8]3[C:12]=2[C:11](=[O:14])[NH:10][C:9]3=[O:15])[N:4]([CH2:23][CH2:24][CH2:25][N:28]([CH3:29])[CH3:27])[CH:3]=1. The catalyst class is: 41. (8) Reactant: [C:1](Cl)(=[O:3])[CH3:2].[N:5]1([C:11]2[CH:16]=[C:15]([CH2:17][N:18]3[CH:23]=[C:22]([C:24]4[O:28][N:27]=[C:26]([C:29]5[CH:34]=[CH:33][C:32]([S:35][C:36]([F:39])([F:38])[F:37])=[CH:31][CH:30]=5)[N:25]=4)[CH:21]=[CH:20][C:19]3=[O:40])[CH:14]=[CH:13][N:12]=2)[CH2:10][CH2:9][NH:8][CH2:7][CH2:6]1.C(N(CC)CC)C.O. Product: [C:1]([N:8]1[CH2:7][CH2:6][N:5]([C:11]2[CH:16]=[C:15]([CH2:17][N:18]3[CH:23]=[C:22]([C:24]4[O:28][N:27]=[C:26]([C:29]5[CH:34]=[CH:33][C:32]([S:35][C:36]([F:39])([F:37])[F:38])=[CH:31][CH:30]=5)[N:25]=4)[CH:21]=[CH:20][C:19]3=[O:40])[CH:14]=[CH:13][N:12]=2)[CH2:10][CH2:9]1)(=[O:3])[CH3:2]. The catalyst class is: 4. (9) Reactant: [N:1]1([C:7]2[CH:12]=[CH:11][C:10]([C:13]3[C:14]([C:19]([O:21]C)=[O:20])=[CH:15][CH:16]=[CH:17][CH:18]=3)=[CH:9][CH:8]=2)[CH2:6][CH2:5][S:4][CH2:3][CH2:2]1.[OH-].[Na+]. Product: [N:1]1([C:7]2[CH:8]=[CH:9][C:10]([C:13]3[C:14]([C:19]([OH:21])=[O:20])=[CH:15][CH:16]=[CH:17][CH:18]=3)=[CH:11][CH:12]=2)[CH2:2][CH2:3][S:4][CH2:5][CH2:6]1. The catalyst class is: 97.